This data is from Catalyst prediction with 721,799 reactions and 888 catalyst types from USPTO. The task is: Predict which catalyst facilitates the given reaction. (1) Reactant: [C:1]([O:5][C:6](=[O:39])[N:7]([CH2:28][C:29]1[CH:34]=[CH:33][CH:32]=[C:31]([C:35]([CH3:38])([CH3:37])[CH3:36])[CH:30]=1)[C@@H:8]1[C@@H:13]([OH:14])[C@H:12]([CH2:15][C:16]2[CH:21]=[CH:20][C:19]([N+:22]([O-:24])=[O:23])=[C:18](F)[CH:17]=2)[CH2:11][S:10](=[O:27])(=[O:26])[CH2:9]1)([CH3:4])([CH3:3])[CH3:2].N. Product: [C:1]([O:5][C:6](=[O:39])[N:7]([CH2:28][C:29]1[CH:34]=[CH:33][CH:32]=[C:31]([C:35]([CH3:38])([CH3:37])[CH3:36])[CH:30]=1)[C@@H:8]1[C@@H:13]([OH:14])[C@H:12]([CH2:15][C:16]2[CH:21]=[CH:20][C:19]([N+:22]([O-:24])=[O:23])=[C:18]([O:14][CH2:13][CH2:12][CH3:11])[CH:17]=2)[CH2:11][S:10](=[O:27])(=[O:26])[CH2:9]1)([CH3:4])([CH3:3])[CH3:2]. The catalyst class is: 828. (2) Reactant: [C:1]([OH:10])(=O)[CH2:2][CH2:3][CH2:4][CH2:5][CH2:6][CH2:7][CH3:8].O.ON1C2C=CC=CC=2N=N1.Cl.CN(C)CCCN=C=NCC.O[N:35]=[C:36]([NH2:45])[C:37]1[CH:42]=[CH:41][C:40]([CH2:43][OH:44])=[CH:39][CH:38]=1. Product: [CH2:2]([C:1]1[O:10][N:45]=[C:36]([C:37]2[CH:42]=[CH:41][C:40]([CH2:43][OH:44])=[CH:39][CH:38]=2)[N:35]=1)[CH2:3][CH2:4][CH2:5][CH2:6][CH2:7][CH3:8]. The catalyst class is: 35. (3) Reactant: Cl[C:2]1[C:11]2[CH:10]=[CH:9][CH:8]=[C:7]([C:12]([O:14][CH3:15])=[O:13])[C:6]=2[CH:5]=[CH:4][N:3]=1.[NH2:16][C:17]1[C:18]([O:24][CH3:25])=[CH:19][CH:20]=[C:21](C=1)[NH2:22]. Product: [CH3:25][O:24][C:18]1[CH:19]=[CH:20][C:21]([NH:22][C:2]2[C:11]3[CH:10]=[CH:9][CH:8]=[C:7]([C:12]([O:14][CH3:15])=[O:13])[C:6]=3[CH:5]=[CH:4][N:3]=2)=[N:16][CH:17]=1. The catalyst class is: 41. (4) The catalyst class is: 66. Product: [CH2:1]([C@H:8]1[CH2:12][O:11][C:10](=[O:13])[N:9]1[C:14](=[O:19])[C@@H:15]([O:16][CH2:17][CH3:18])[C@@H:32]([C:31]1[CH:34]=[CH:35][C:28]([O:27][CH2:20][C:21]2[CH:22]=[CH:23][CH:24]=[CH:25][CH:26]=2)=[CH:29][C:30]=1[F:36])[OH:33])[C:2]1[CH:3]=[CH:4][CH:5]=[CH:6][CH:7]=1. Reactant: [CH2:1]([C@H:8]1[CH2:12][O:11][C:10](=[O:13])[N:9]1[C:14](=[O:19])[CH2:15][O:16][CH2:17][CH3:18])[C:2]1[CH:7]=[CH:6][CH:5]=[CH:4][CH:3]=1.[CH2:20]([O:27][C:28]1[CH:35]=[CH:34][C:31]([CH:32]=[O:33])=[C:30]([F:36])[CH:29]=1)[C:21]1[CH:26]=[CH:25][CH:24]=[CH:23][CH:22]=1.[O-]S(C(F)(F)F)(=O)=O.C([B+]CCCC)CCC.